Dataset: Full USPTO retrosynthesis dataset with 1.9M reactions from patents (1976-2016). Task: Predict the reactants needed to synthesize the given product. (1) Given the product [CH3:36][O:35][C:23]([C:2]1([F:1])[CH2:8][CH2:7][N:6]([S:9]([C:12]2[CH:13]=[CH:14][C:15]([CH3:16])=[CH:17][CH:18]=2)(=[O:11])=[O:10])[C:5]2[CH:19]=[CH:20][CH:21]=[CH:22][C:4]=2[CH2:3]1)=[O:24], predict the reactants needed to synthesize it. The reactants are: [F:1][C:2]1([C:23](N[C@H](C2C=CC=CC=2)CO)=[O:24])[CH2:8][CH2:7][N:6]([S:9]([C:12]2[CH:18]=[CH:17][C:15]([CH3:16])=[CH:14][CH:13]=2)(=[O:11])=[O:10])[C:5]2[CH:19]=[CH:20][CH:21]=[CH:22][C:4]=2[CH2:3]1.[OH:35][CH2:36][C@H](NC(C1(C)CCN(S(C2C=CC(C)=CC=2)(=O)=O)C2C=CC=CC=2C1)=O)C1C=CC=CC=1. (2) Given the product [CH:28]1([N:7]2[CH:8]=[C:3]([O:2][CH3:1])[C:4](=[O:20])[C:5]([C:9]3[N:13]([C:14]4[CH:19]=[CH:18][CH:17]=[CH:16][CH:15]=4)[N:12]=[CH:11][CH:10]=3)=[N:6]2)[CH2:30][CH2:29]1, predict the reactants needed to synthesize it. The reactants are: [CH3:1][O:2][C:3]1[C:4]([OH:20])=[C:5]([C:9]2[N:13]([C:14]3[CH:19]=[CH:18][CH:17]=[CH:16][CH:15]=3)[N:12]=[CH:11][CH:10]=2)[N:6]=[N:7][CH:8]=1.C(=O)([O-])[O-].[Cs+].[Cs+].Br[CH:28]1[CH2:30][CH2:29]1.[I-].[Na+]. (3) Given the product [N:1]1([C:7]([C:9]2[C:24]([C:25]([F:27])([F:26])[F:28])=[CH:23][C:12]([C:13]([NH:49][C:50]3[CH:51]=[N:52][CH:53]=[CH:54][CH:55]=3)=[O:14])=[C:11]([O:29][CH2:30][C:31]3[CH:36]=[CH:35][CH:34]=[CH:33][CH:32]=3)[CH:10]=2)=[O:8])[CH2:2][CH2:3][O:4][CH2:5][CH2:6]1, predict the reactants needed to synthesize it. The reactants are: [N:1]1([C:7]([C:9]2[C:24]([C:25]([F:28])([F:27])[F:26])=[CH:23][C:12]([C:13](OCC3C=CC=CC=3)=[O:14])=[C:11]([O:29][CH2:30][C:31]3[CH:36]=[CH:35][CH:34]=[CH:33][CH:32]=3)[CH:10]=2)=[O:8])[CH2:6][CH2:5][O:4][CH2:3][CH2:2]1.[OH-].[Li+].Cl.C(N(C(C)C)CC)(C)C.[NH2:49][C:50]1[CH:51]=[N:52][CH:53]=[CH:54][CH:55]=1.ON1C2N=CC=CC=2N=N1.C(Cl)CCl.